This data is from NCI-60 drug combinations with 297,098 pairs across 59 cell lines. The task is: Regression. Given two drug SMILES strings and cell line genomic features, predict the synergy score measuring deviation from expected non-interaction effect. (1) Drug 1: CC1=C2C(C(=O)C3(C(CC4C(C3C(C(C2(C)C)(CC1OC(=O)C(C(C5=CC=CC=C5)NC(=O)OC(C)(C)C)O)O)OC(=O)C6=CC=CC=C6)(CO4)OC(=O)C)O)C)O. Cell line: MDA-MB-435. Synergy scores: CSS=27.3, Synergy_ZIP=-8.34, Synergy_Bliss=-1.21, Synergy_Loewe=0.986, Synergy_HSA=1.15. Drug 2: CCC1(C2=C(COC1=O)C(=O)N3CC4=CC5=C(C=CC(=C5CN(C)C)O)N=C4C3=C2)O.Cl. (2) Drug 1: COC1=C2C(=CC3=C1OC=C3)C=CC(=O)O2. Drug 2: CC1C(C(CC(O1)OC2CC(CC3=C2C(=C4C(=C3O)C(=O)C5=CC=CC=C5C4=O)O)(C(=O)C)O)N)O. Cell line: HCT-15. Synergy scores: CSS=32.3, Synergy_ZIP=0.157, Synergy_Bliss=-1.07, Synergy_Loewe=-19.4, Synergy_HSA=-0.540. (3) Synergy scores: CSS=-1.52, Synergy_ZIP=-1.72, Synergy_Bliss=-5.32, Synergy_Loewe=-59.9, Synergy_HSA=-4.32. Cell line: SK-OV-3. Drug 1: C1CCN(CC1)CCOC2=CC=C(C=C2)C(=O)C3=C(SC4=C3C=CC(=C4)O)C5=CC=C(C=C5)O. Drug 2: C1CNP(=O)(OC1)N(CCCl)CCCl. (4) Drug 1: COC1=C(C=C2C(=C1)N=CN=C2NC3=CC(=C(C=C3)F)Cl)OCCCN4CCOCC4. Drug 2: CC1C(C(=O)NC(C(=O)N2CCCC2C(=O)N(CC(=O)N(C(C(=O)O1)C(C)C)C)C)C(C)C)NC(=O)C3=C4C(=C(C=C3)C)OC5=C(C(=O)C(=C(C5=N4)C(=O)NC6C(OC(=O)C(N(C(=O)CN(C(=O)C7CCCN7C(=O)C(NC6=O)C(C)C)C)C)C(C)C)C)N)C. Cell line: CCRF-CEM. Synergy scores: CSS=26.4, Synergy_ZIP=10.5, Synergy_Bliss=18.1, Synergy_Loewe=21.2, Synergy_HSA=19.8.